This data is from Retrosynthesis with 50K atom-mapped reactions and 10 reaction types from USPTO. The task is: Predict the reactants needed to synthesize the given product. (1) Given the product CC(C)(C)OC(=O)NC1CCN(c2ccccn2)C1, predict the reactants needed to synthesize it. The reactants are: CC(C)(C)OC(=O)NC1CCNC1.Fc1ccccn1. (2) Given the product CC(C)NC(=O)CN(Cc1cccc(Br)n1)C(=O)OCc1ccccc1, predict the reactants needed to synthesize it. The reactants are: CC(C)N.O=C(O)CN(Cc1cccc(Br)n1)C(=O)OCc1ccccc1. (3) Given the product COC=Cc1ccc(C(=O)OC)cc1, predict the reactants needed to synthesize it. The reactants are: COC(=O)c1ccc(C=O)cc1.[Li]CCCC. (4) Given the product Cc1cc2c(cc1Sc1ncc(C(=O)O)s1)C(C)(C)CCC2(C)C, predict the reactants needed to synthesize it. The reactants are: CCOC(=O)c1cnc(Sc2cc3c(cc2C)C(C)(C)CCC3(C)C)s1. (5) Given the product C=CCC(CC(=O)NC(Cc1ccc(OC(C)(C)C)cc1)C(=O)N(Cc1ccccc1)CC(OCC)OCC)NC(=O)NCc1ccccc1, predict the reactants needed to synthesize it. The reactants are: C=CC[C@H](CC(=O)O)NC(=O)NCc1ccccc1.CCOC(CN(Cc1ccccc1)C(=O)C(N)Cc1ccc(OC(C)(C)C)cc1)OCC. (6) Given the product CCCCCNN=Cc1ccc(C(=O)Nc2ccc3c(c2)CCC(CC(=O)O)O3)cc1, predict the reactants needed to synthesize it. The reactants are: CCCCCNN=Cc1ccc(C(=O)Nc2ccc3c(c2)CCC(CC(=O)OCC)O3)cc1.